From a dataset of Full USPTO retrosynthesis dataset with 1.9M reactions from patents (1976-2016). Predict the reactants needed to synthesize the given product. (1) Given the product [N+:11]([C:7]1[CH:6]=[C:5]([C:3]2[CH:2]=[N:21][C:14]3[C:15](=[CH:16][CH:17]=[CH:18][CH:19]=3)[N:20]=2)[CH:10]=[CH:9][CH:8]=1)([O-:13])=[O:12], predict the reactants needed to synthesize it. The reactants are: Br[CH2:2][C:3]([C:5]1[CH:10]=[CH:9][CH:8]=[C:7]([N+:11]([O-:13])=[O:12])[CH:6]=1)=O.[C:14]1([NH2:21])[CH:19]=[CH:18][CH:17]=[CH:16][C:15]=1[NH2:20].C([O-])(=O)C.[Na+]. (2) The reactants are: C([O:8][C:9]([CH:11]1[CH2:23][C:22]2[C:21]3[C:16](=[C:17]([Cl:24])[CH:18]=[CH:19][CH:20]=3)[N:15]([CH2:25][C:26]([O:28][CH2:29][CH3:30])=[O:27])[C:14]=2[CH2:13][CH2:12]1)=[O:10])C1C=CC=CC=1. Given the product [CH2:29]([O:28][C:26]([CH2:25][N:15]1[C:14]2[CH2:13][CH2:12][CH:11]([C:9]([OH:10])=[O:8])[CH2:23][C:22]=2[C:21]2[C:16]1=[C:17]([Cl:24])[CH:18]=[CH:19][CH:20]=2)=[O:27])[CH3:30], predict the reactants needed to synthesize it. (3) Given the product [CH3:1][C:2]1[CH:7]=[C:6]([O:8][CH2:9][C:10]2[CH:15]=[CH:14][CH:13]=[CH:12][N:11]=2)[CH:5]=[CH:4][C:3]=1[CH:16]=[O:17], predict the reactants needed to synthesize it. The reactants are: [CH3:1][C:2]1[CH:7]=[C:6]([O:8][CH2:9][C:10]2[CH:15]=[CH:14][CH:13]=[CH:12][N:11]=2)[CH:5]=[CH:4][C:3]=1[CH2:16][OH:17]. (4) Given the product [F:8][C:9]1[CH:17]=[C:16]2[C:12]([C:13]([C:25](=[O:26])[CH:27]([NH:34][C:35]3[CH:44]=[C:43]([O:45][CH3:46])[CH:42]=[C:37]([O:38][CH2:39][CH2:40][OH:41])[CH:36]=3)[C:28]3[CH:29]=[CH:30][CH:31]=[CH:32][CH:33]=3)=[CH:14][NH:15]2)=[CH:11][CH:10]=1, predict the reactants needed to synthesize it. The reactants are: C(N(CC)CC)C.[F:8][C:9]1[CH:17]=[C:16]2[C:12]([C:13]([CH:25]=[O:26])=[CH:14][N:15]2C(OC(C)(C)C)=O)=[CH:11][CH:10]=1.[CH:27](=[N:34][C:35]1[CH:36]=[C:37]([CH:42]=[C:43]([O:45][CH3:46])[CH:44]=1)[O:38][CH2:39][CH2:40][OH:41])[C:28]1[CH:33]=[CH:32][CH:31]=[CH:30][CH:29]=1. (5) Given the product [Br:36][C:31]1[CH:30]=[C:29]([CH2:28][C:27]([OH:37])=[O:26])[CH:34]=[CH:33][C:32]=1[O:10][CH2:9][CH2:8][C@H:7]([O:6][C:5]1[CH:16]=[CH:17][C:2]([Cl:1])=[CH:3][C:4]=1[O:18][C:19]1[CH:24]=[CH:23][CH:22]=[CH:21][CH:20]=1)[CH3:15], predict the reactants needed to synthesize it. The reactants are: [Cl:1][C:2]1[CH:17]=[CH:16][C:5]([O:6][C@H:7]([CH3:15])[CH2:8][CH2:9][O:10]S(C)(=O)=O)=[C:4]([O:18][C:19]2[CH:24]=[CH:23][CH:22]=[CH:21][CH:20]=2)[CH:3]=1.C[O:26][C:27](=[O:37])[CH2:28][C:29]1[CH:34]=[CH:33][C:32](O)=[C:31]([Br:36])[CH:30]=1. (6) Given the product [CH3:24][C:25]1[CH:26]=[C:27]([NH:28][C:2]2[C:7]([C:8]#[N:9])=[C:6]([S:10][CH3:11])[N:5]=[C:4]([S:12][CH2:13][CH3:14])[N:3]=2)[CH:29]=[C:30]([CH3:32])[CH:31]=1, predict the reactants needed to synthesize it. The reactants are: Cl[C:2]1[C:7]([C:8]#[N:9])=[C:6]([S:10][CH3:11])[N:5]=[C:4]([S:12][CH2:13][CH3:14])[N:3]=1.CCN(C(C)C)C(C)C.[CH3:24][C:25]1[CH:26]=[C:27]([CH:29]=[C:30]([CH3:32])[CH:31]=1)[NH2:28].